Dataset: Reaction yield outcomes from USPTO patents with 853,638 reactions. Task: Predict the reaction yield, written as a fraction of the theoretical maximum amount of product (1.0 means a 100% yield; for example, 0.34 means a 34% yield). (1) The reactants are [F:1][C:2]1[C:7]2[N:8]=[CH:9][O:10][C:6]=2[CH:5]=[C:4]([C:11]([OH:13])=[O:12])[C:3]=1[NH:14][C:15]1[CH:20]=[CH:19][CH:18]=[CH:17][C:16]=1[F:21].C1C(=O)N([I:29])C(=O)C1.FC(F)(F)C(O)=O. The catalyst is CN(C=O)C. The product is [F:1][C:2]1[C:7]2[N:8]=[CH:9][O:10][C:6]=2[CH:5]=[C:4]([C:11]([OH:13])=[O:12])[C:3]=1[NH:14][C:15]1[CH:20]=[CH:19][C:18]([I:29])=[CH:17][C:16]=1[F:21]. The yield is 0.612. (2) The reactants are [NH2:1][C:2]1[CH:3]=[C:4]([CH:9]=[CH:10][CH:11]=1)[C:5]([O:7][CH3:8])=[O:6].C(N(CC)CC)C.[Br:19][CH2:20][C:21](Br)=[O:22]. The catalyst is ClCCl. The product is [CH3:8][O:7][C:5](=[O:6])[C:4]1[CH:9]=[CH:10][CH:11]=[C:2]([NH:1][C:21](=[O:22])[CH2:20][Br:19])[CH:3]=1. The yield is 0.991. (3) The reactants are Br.C(O)(=O)C.[OH:6][B:7]1[C:11]2[CH:12]=[CH:13][C:14]([O:16][C:17]3[CH:24]=[CH:23][C:20]([C:21]#[N:22])=[C:19]([O:25]C)[N:18]=3)=[CH:15][C:10]=2[CH2:9][O:8]1. The catalyst is O. The product is [OH:25][C:19]1[N:18]=[C:17]([O:16][C:14]2[CH:13]=[CH:12][C:11]3[B:7]([OH:6])[O:8][CH2:9][C:10]=3[CH:15]=2)[CH:24]=[CH:23][C:20]=1[C:21]#[N:22]. The yield is 0.100. (4) The reactants are [NH2:1][NH2:2].[O:3]1[CH2:8][CH2:7][N:6]([CH2:9][CH2:10][C:11]([O:13]C)=O)[CH2:5][CH2:4]1. No catalyst specified. The product is [N:6]1([CH2:9][CH2:10][C:11]([NH:1][NH2:2])=[O:13])[CH2:7][CH2:8][O:3][CH2:4][CH2:5]1. The yield is 0.614. (5) The reactants are [NH2:1][C:2]1[C:6]([C:7]([O:9]CC)=[O:8])=[CH:5][NH:4][N:3]=1.[F:12][CH:13]([F:29])[C:14](=O)[CH2:15][C:16]([C:18]1[CH:23]=[CH:22][C:21]([C:24]([F:27])([F:26])[F:25])=[CH:20][CH:19]=1)=O.CO.S(=O)(=O)(O)O. The catalyst is C(O)(=O)C.[OH-].[K+].O. The product is [F:29][CH:13]([F:12])[C:14]1[N:3]2[N:4]=[CH:5][C:6]([C:7]([OH:9])=[O:8])=[C:2]2[N:1]=[C:16]([C:18]2[CH:23]=[CH:22][C:21]([C:24]([F:25])([F:26])[F:27])=[CH:20][CH:19]=2)[CH:15]=1. The yield is 0.570.